This data is from Full USPTO retrosynthesis dataset with 1.9M reactions from patents (1976-2016). The task is: Predict the reactants needed to synthesize the given product. (1) Given the product [CH2:12]([S:3][C:4]1[N:9]=[C:8]([OH:10])[CH:7]=[C:6]([OH:11])[N:5]=1)[C:13]1[CH:18]=[CH:17][CH:16]=[CH:15][CH:14]=1, predict the reactants needed to synthesize it. The reactants are: [OH-].[Na+].[SH:3][C:4]1[N:9]=[C:8]([OH:10])[CH:7]=[C:6]([OH:11])[N:5]=1.[CH2:12](Br)[C:13]1[CH:18]=[CH:17][CH:16]=[CH:15][CH:14]=1. (2) Given the product [Cl:32][C:22]1[CH:23]=[C:24]([N:26]2[CH2:31][CH2:30][O:29][CH2:28][CH2:27]2)[N:25]=[C:20]([CH2:19][N:8]([CH2:7][C:3]2[CH:2]=[N:1][CH:6]=[CH:5][CH:4]=2)[S:9]([CH3:12])(=[O:11])=[O:10])[N:21]=1, predict the reactants needed to synthesize it. The reactants are: [N:1]1[CH:6]=[CH:5][CH:4]=[C:3]([CH2:7][NH:8][S:9]([CH3:12])(=[O:11])=[O:10])[CH:2]=1.C([Li])CCC.Br[CH2:19][C:20]1[N:25]=[C:24]([N:26]2[CH2:31][CH2:30][O:29][CH2:28][CH2:27]2)[CH:23]=[C:22]([Cl:32])[N:21]=1. (3) Given the product [NH2:31][C:30]1[N:22]=[CH:23][N:24]=[C:25]2[C:29]=1[N:28]=[CH:27][N:26]2[CH2:12][C:9]1[N:8]([C:14]2[CH:19]=[CH:18][CH:17]=[CH:16][C:15]=2[Cl:20])[C:7](=[O:21])[C:6]2[C:11](=[C:2]([Cl:1])[CH:3]=[CH:4][CH:5]=2)[N:10]=1, predict the reactants needed to synthesize it. The reactants are: [Cl:1][C:2]1[CH:3]=[CH:4][CH:5]=[C:6]2[C:11]=1[N:10]=[C:9]([CH2:12]Cl)[N:8]([C:14]1[CH:19]=[CH:18][CH:17]=[CH:16][C:15]=1[Cl:20])[C:7]2=[O:21].[N:22]1[C:30]([NH2:31])=[C:29]2[C:25]([N:26]=[CH:27][NH:28]2)=[N:24][CH:23]=1.C([O-])([O-])=O.[K+].[K+].